From a dataset of Forward reaction prediction with 1.9M reactions from USPTO patents (1976-2016). Predict the product of the given reaction. (1) Given the reactants [C:1]([O-:10])(=[O:9])[C:2]1[C:3](=[CH:5][CH:6]=[CH:7][CH:8]=1)[OH:4].[CH2:11]([N+:27]1[CH:32]=[CH:31][CH:30]=[CH:29][CH:28]=1)[CH2:12][CH2:13][CH2:14][CH2:15][CH2:16][CH2:17][CH2:18][CH2:19][CH2:20][CH2:21][CH2:22][CH2:23][CH2:24][CH2:25][CH3:26].[CH3:33][C:34]([O:39][C:40]1[CH:41]=[CH:42][C:43]([Cl:46])=[CH:44][CH:45]=1)([C:36]([OH:38])=[O:37])[CH3:35], predict the reaction product. The product is: [C:1]([O-:10])(=[O:9])[C:2]1[C:3](=[CH:5][CH:6]=[CH:7][CH:8]=1)[OH:4].[CH2:11]([N+:27]1[CH:28]=[CH:29][CH:30]=[CH:31][CH:32]=1)[CH2:12][CH2:13][CH2:14][CH2:15][CH2:16][CH2:17][CH2:18][CH2:19][CH2:20][CH2:21][CH2:22][CH2:23][CH2:24][CH2:25][CH3:26].[CH3:1][CH2:2][O:37][C:36]([C:34]([O:39][C:40]1[CH:45]=[CH:44][C:43]([Cl:46])=[CH:42][CH:41]=1)([CH3:33])[CH3:35])=[O:38]. (2) Given the reactants [CH3:1][O:2][C:3]1[C:8]([C:9]2[CH:14]=[CH:13][C:12]([O:15][C:16]3[CH:21]=[CH:20][N:19]=[C:18]([C:22]4[CH:23]=[N:24][N:25]([CH3:27])[CH:26]=4)[CH:17]=3)=[C:11]([CH3:28])[N:10]=2)=[CH:7][N:6]=[C:5](SC)[N:4]=1.C1C=C(Cl)C=C(C(OO)=O)C=1.[CH3:42][NH2:43], predict the reaction product. The product is: [CH3:1][O:2][C:3]1[C:8]([C:9]2[CH:14]=[CH:13][C:12]([O:15][C:16]3[CH:21]=[CH:20][N:19]=[C:18]([C:22]4[CH:23]=[N:24][N:25]([CH3:27])[CH:26]=4)[CH:17]=3)=[C:11]([CH3:28])[N:10]=2)=[CH:7][N:6]=[C:5]([NH:43][CH3:42])[N:4]=1. (3) The product is: [CH3:32][O:31][C:26]1[CH:25]=[C:24]([O:33][CH3:34])[CH:23]=[C:22]2[C:27]=1[C:28](=[O:30])[NH:29][C:20]([C:13]1[CH:14]=[CH:15][C:16]([O:18][CH3:19])=[CH:17][C:12]=1[NH:44][CH2:43][CH2:42][N:39]1[CH2:40][CH2:41][N:36]([CH3:35])[CH2:37][CH2:38]1)=[N:21]2. Given the reactants C[Si]([N-][Si](C)(C)C)(C)C.[Li+].F[C:12]1[CH:17]=[C:16]([O:18][CH3:19])[CH:15]=[CH:14][C:13]=1[C:20]1[NH:29][C:28](=[O:30])[C:27]2[C:22](=[CH:23][C:24]([O:33][CH3:34])=[CH:25][C:26]=2[O:31][CH3:32])[N:21]=1.[CH3:35][N:36]1[CH2:41][CH2:40][N:39]([CH2:42][CH2:43][NH2:44])[CH2:38][CH2:37]1, predict the reaction product. (4) Given the reactants C([O:5][C:6]([CH2:8][O:9][C:10]1[CH:15]=[CH:14][C:13]([CH2:16][CH:17]([O:22][CH2:23][C:24]2[CH:29]=[CH:28][C:27]([F:30])=[CH:26][CH:25]=2)[C:18]([O:20][CH3:21])=[O:19])=[CH:12][CH:11]=1)=[O:7])(C)(C)C, predict the reaction product. The product is: [C:6]([CH2:8][O:9][C:10]1[CH:11]=[CH:12][C:13]([CH2:16][CH:17]([O:22][CH2:23][C:24]2[CH:25]=[CH:26][C:27]([F:30])=[CH:28][CH:29]=2)[C:18]([O:20][CH3:21])=[O:19])=[CH:14][CH:15]=1)([OH:7])=[O:5]. (5) The product is: [F:12][C:13]([F:21])([F:22])[C:14]1[CH:15]=[C:16]([N:17]=[C:4]2[C:6]3[CH:7]=[CH:8][CH:9]=[CH:10][C:11]=3[NH:1][C:2]2=[O:3])[CH:18]=[CH:19][CH:20]=1. Given the reactants [NH:1]1[C:11]2[C:6](=[CH:7][CH:8]=[CH:9][CH:10]=2)[C:4](=O)[C:2]1=[O:3].[F:12][C:13]([F:22])([F:21])[C:14]1[CH:15]=[C:16]([CH:18]=[CH:19][CH:20]=1)[NH2:17], predict the reaction product. (6) The product is: [NH2:2][C:3]1[N:8]=[C:7]([CH:9]2[CH2:11][CH2:10]2)[N:6]=[C:5]([C:12]([O:14][CH3:23])=[O:13])[C:4]=1[Cl:15]. Given the reactants O.[NH2:2][C:3]1[N:8]=[C:7]([CH:9]2[CH2:11][CH2:10]2)[N:6]=[C:5]([C:12]([OH:14])=[O:13])[C:4]=1[Cl:15].S(Cl)(Cl)=O.[OH-].[Na+].Cl.[CH3:23]O, predict the reaction product. (7) Given the reactants Cl[CH2:2]/[CH:3]=[CH:4]\[B:5]1[O:9][C:8]([CH3:11])([CH3:10])[C:7]([CH3:13])([CH3:12])[O:6]1.[NH:14]1[CH2:19][CH2:18][CH:17]([NH:20][C:21](=[O:27])[O:22][C:23]([CH3:26])([CH3:25])[CH3:24])[CH2:16][CH2:15]1, predict the reaction product. The product is: [CH3:12][C:7]1([CH3:13])[C:8]([CH3:11])([CH3:10])[O:9][B:5](/[CH:4]=[CH:3]/[CH2:2][N:14]2[CH2:15][CH2:16][CH:17]([NH:20][C:21](=[O:27])[O:22][C:23]([CH3:25])([CH3:24])[CH3:26])[CH2:18][CH2:19]2)[O:6]1.